Dataset: Full USPTO retrosynthesis dataset with 1.9M reactions from patents (1976-2016). Task: Predict the reactants needed to synthesize the given product. Given the product [CH3:25][C@H:20]1[NH:21][C@@H:22]([CH3:24])[CH2:23][N:18]([C:16]2[CH:15]=[CH:14][C:13]([O:26][CH3:27])=[C:12]([NH:11][S:8]([C:5]3[CH:6]=[CH:7][C:2]([C:29]4[O:28][CH:32]=[CH:31][CH:30]=4)=[CH:3][CH:4]=3)(=[O:10])=[O:9])[CH:17]=2)[CH2:19]1, predict the reactants needed to synthesize it. The reactants are: Br[C:2]1[CH:7]=[CH:6][C:5]([S:8]([NH:11][C:12]2[CH:17]=[C:16]([N:18]3[CH2:23][C@H:22]([CH3:24])[NH:21][C@H:20]([CH3:25])[CH2:19]3)[CH:15]=[CH:14][C:13]=2[O:26][CH3:27])(=[O:10])=[O:9])=[CH:4][CH:3]=1.[O:28]1[CH:32]=[CH:31][CH:30]=[C:29]1B(O)O.CC(C)([O-])C.[K+].